This data is from Full USPTO retrosynthesis dataset with 1.9M reactions from patents (1976-2016). The task is: Predict the reactants needed to synthesize the given product. Given the product [CH3:2][CH:3]([CH:7]=[O:10])[CH2:4][CH2:5][C:6]([O:16][CH3:13])=[O:19], predict the reactants needed to synthesize it. The reactants are: N1[CH2:6][CH2:5][CH2:4][CH2:3][CH2:2]1.[C:7](=[O:10])([O-])[O-].[K+].[K+].[CH:13](=[O:16])CC.C(O)(=[O:19])C.[Cl-].[Na+].